Dataset: Forward reaction prediction with 1.9M reactions from USPTO patents (1976-2016). Task: Predict the product of the given reaction. (1) Given the reactants [N+:1]([C:4]1[CH:5]=[C:6]([C:21]2[S:25][C:24]([C:26]([S:29]([NH2:32])(=[O:31])=[O:30])([CH3:28])[CH3:27])=[N:23][CH:22]=2)[CH:7]=[C:8]([NH:10][C:11]2[N:16]=[C:15]([C:17]([F:20])([F:19])[F:18])[CH:14]=[CH:13][N:12]=2)[CH:9]=1)([O-])=O, predict the reaction product. The product is: [NH2:1][C:4]1[CH:5]=[C:6]([C:21]2[S:25][C:24]([C:26]([S:29]([NH2:32])(=[O:31])=[O:30])([CH3:28])[CH3:27])=[N:23][CH:22]=2)[CH:7]=[C:8]([NH:10][C:11]2[N:16]=[C:15]([C:17]([F:19])([F:18])[F:20])[CH:14]=[CH:13][N:12]=2)[CH:9]=1. (2) Given the reactants [CH:1]1([CH2:6][O:7][C:8]2[C:13]([S:14][C:15]3[CH:16]=[C:17]([NH:21]C(=O)C)[CH:18]=[CH:19][CH:20]=3)=[CH:12][N:11]=[C:10]([N:25]3[CH2:30][CH2:29][N:28]([CH3:31])[CH2:27][CH2:26]3)[N:9]=2)[CH2:5][CH2:4][CH2:3][CH2:2]1.B(F)(F)F.CO.CCN(CC)CC, predict the reaction product. The product is: [CH:1]1([CH2:6][O:7][C:8]2[C:13]([S:14][C:15]3[CH:16]=[C:17]([CH:18]=[CH:19][CH:20]=3)[NH2:21])=[CH:12][N:11]=[C:10]([N:25]3[CH2:30][CH2:29][N:28]([CH3:31])[CH2:27][CH2:26]3)[N:9]=2)[CH2:2][CH2:3][CH2:4][CH2:5]1.